From a dataset of Ames mutagenicity test results for genotoxicity prediction. Regression/Classification. Given a drug SMILES string, predict its toxicity properties. Task type varies by dataset: regression for continuous values (e.g., LD50, hERG inhibition percentage) or binary classification for toxic/non-toxic outcomes (e.g., AMES mutagenicity, cardiotoxicity, hepatotoxicity). Dataset: ames. (1) The drug is COc1ccc(NC(=O)c2csc([N+](=O)[O-])c2)cc1. The result is 1 (mutagenic). (2) The compound is Nc1[nH]ccc2nc3ccccc3c1-2. The result is 1 (mutagenic). (3) The drug is CCNc1snc2ccccc12. The result is 0 (non-mutagenic). (4) The drug is c1ccc2sc(SN3CCOCC3)nc2c1. The result is 0 (non-mutagenic). (5) The compound is O=[N+]([O-])c1cc([N+](=O)[O-])c2c3ccccc3c3cccc4ccc1c2c43. The result is 1 (mutagenic). (6) The drug is [N-]=[N+]=NCC(O)Cn1ncc2c(N)ncnc21. The result is 1 (mutagenic). (7) The compound is CCCCBr. The result is 1 (mutagenic).